From a dataset of Forward reaction prediction with 1.9M reactions from USPTO patents (1976-2016). Predict the product of the given reaction. Given the reactants [Br:1][C:2]1[C:3]([CH3:16])=[C:4]([NH:8][C:9]([C:11]2[NH:12][CH:13]=[CH:14]N=2)=O)[CH:5]=[CH:6][CH:7]=1.C(=O)([O-])[O-:18].[K+].[K+].Br[CH2:24][CH:25](OCC)OCC, predict the reaction product. The product is: [Br:1][C:2]1[CH:7]=[CH:6][CH:5]=[C:4]2[C:3]=1[CH:16]=[C:9]([C:11]([N:12]1[CH2:13][CH2:14][CH2:25][CH2:24]1)=[O:18])[NH:8]2.